From a dataset of Full USPTO retrosynthesis dataset with 1.9M reactions from patents (1976-2016). Predict the reactants needed to synthesize the given product. (1) Given the product [CH3:11][C:5]1[N:4]=[N:3][CH:2]=[C:7]([C:8]([OH:10])=[O:9])[CH:6]=1, predict the reactants needed to synthesize it. The reactants are: Cl[C:2]1[N:3]=[N:4][C:5]([CH3:11])=[CH:6][C:7]=1[C:8]([OH:10])=[O:9].[OH-].[Na+]. (2) Given the product [CH2:23]([N:11]([CH2:10][CH2:9][C:6]1[CH:7]=[CH:8][C:3]([CH2:1][CH3:2])=[CH:4][CH:5]=1)[C:12](=[O:18])[O:13][C:14]([CH3:17])([CH3:16])[CH3:15])[CH:22]=[CH2:21], predict the reactants needed to synthesize it. The reactants are: [CH2:1]([C:3]1[CH:8]=[CH:7][C:6]([CH2:9][CH2:10][NH:11][C:12](=[O:18])[O:13][C:14]([CH3:17])([CH3:16])[CH3:15])=[CH:5][CH:4]=1)[CH3:2].[H-].[Na+].[CH2:21](Br)[CH:22]=[CH2:23]. (3) Given the product [CH3:1][C:2]1[C:3]([CH2:14][S:15]([C:16]2[NH:17][C:18]3[CH:24]=[CH:23][CH:22]=[CH:21][C:19]=3[N:20]=2)=[O:33])=[N:4][CH:5]=[CH:6][C:7]=1[O:8][CH2:9][C:10]([F:12])([F:11])[F:13], predict the reactants needed to synthesize it. The reactants are: [CH3:1][C:2]1[C:3]([CH2:14][S:15][C:16]2[NH:20][C:19]3[CH:21]=[CH:22][CH:23]=[CH:24][C:18]=3[N:17]=2)=[N:4][CH:5]=[CH:6][C:7]=1[O:8][CH2:9][C:10]([F:13])([F:12])[F:11].[OH-].[Na+].Cl[O-].[Na+].Cl[O-].S(S([O-])=O)([O-])(=O)=[O:33].[Na+].[Na+]. (4) Given the product [CH2:1]([N:5]([CH2:15][CH2:16][CH2:17][CH3:18])[C:6]([C:8]1[C:12]([Cl:13])=[C:11]([CH3:14])[N:10]([C:20]2[CH:27]=[CH:26][C:25]([O:28][CH3:29])=[CH:24][C:21]=2[C:22]#[N:23])[N:9]=1)=[O:7])[CH2:2][CH2:3][CH3:4], predict the reactants needed to synthesize it. The reactants are: [CH2:1]([N:5]([CH2:15][CH2:16][CH2:17][CH3:18])[C:6]([C:8]1[C:12]([Cl:13])=[C:11]([CH3:14])[NH:10][N:9]=1)=[O:7])[CH2:2][CH2:3][CH3:4].F[C:20]1[CH:27]=[CH:26][C:25]([O:28][CH3:29])=[CH:24][C:21]=1[C:22]#[N:23].C(=O)([O-])[O-].[Cs+].[Cs+]. (5) Given the product [C:1]([O:5][C:6](=[O:28])[NH:7][C:8]1[S:9][C:10]2[CH:16]=[C:15]([CH:17]([C:33]3[CH:34]=[CH:35][C:30]([F:29])=[CH:31][CH:32]=3)[OH:18])[CH:14]=[C:13]([C:19]3[CH:24]=[CH:23][CH:22]=[C:21]([N+:25]([O-:27])=[O:26])[CH:20]=3)[C:11]=2[N:12]=1)([CH3:4])([CH3:2])[CH3:3], predict the reactants needed to synthesize it. The reactants are: [C:1]([O:5][C:6](=[O:28])[NH:7][C:8]1[S:9][C:10]2[CH:16]=[C:15]([CH:17]=[O:18])[CH:14]=[C:13]([C:19]3[CH:24]=[CH:23][CH:22]=[C:21]([N+:25]([O-:27])=[O:26])[CH:20]=3)[C:11]=2[N:12]=1)([CH3:4])([CH3:3])[CH3:2].[F:29][C:30]1[CH:35]=[CH:34][C:33]([Mg]Br)=[CH:32][CH:31]=1.